Dataset: Reaction yield outcomes from USPTO patents with 853,638 reactions. Task: Predict the reaction yield, written as a fraction of the theoretical maximum amount of product (1.0 means a 100% yield; for example, 0.34 means a 34% yield). (1) The reactants are Br[C:2]1[C:10]2[C:5](=[CH:6][CH:7]=[C:8]([C:11]([NH2:13])=[O:12])[CH:9]=2)[N:4]([CH:14]2[CH2:19][CH2:18][CH2:17][CH2:16][O:15]2)[N:3]=1.[NH2:20][C:21]1[CH:22]=[C:23](B(O)O)[CH:24]=[CH:25][CH:26]=1.ClCCl.P([O-])([O-])([O-])=O.[K+].[K+].[K+]. The catalyst is COCCOC.C1(P(C2C=CC=CC=2)[C-]2C=CC=C2)C=CC=CC=1.[C-]1(P(C2C=CC=CC=2)C2C=CC=CC=2)C=CC=C1.[Fe+2]. The product is [NH2:20][C:21]1[CH:26]=[C:25]([C:2]2[C:10]3[C:5](=[CH:6][CH:7]=[C:8]([C:11]([NH2:13])=[O:12])[CH:9]=3)[N:4]([CH:14]3[CH2:19][CH2:18][CH2:17][CH2:16][O:15]3)[N:3]=2)[CH:24]=[CH:23][CH:22]=1. The yield is 0.880. (2) The product is [OH:12][CH2:13][CH2:14][N:5]1[CH:6]=[N:7][C:8]2[C:4]1=[N:3][CH:2]=[N:1][C:9]=2[NH2:10]. The reactants are [N:1]1[C:9]([NH2:10])=[C:8]2[C:4]([N:5]=[CH:6][NH:7]2)=[N:3][CH:2]=1.C1(=O)O[CH2:14][CH2:13][O:12]1.[OH-].[Na+].C1(C)C=CC=CC=1. The catalyst is CN(C=O)C. The yield is 0.900. (3) The reactants are [C:1]([C:3]1[CH:8]=[CH:7][C:6]([O:9][C:10]2[CH:15]=[CH:14][CH:13]=[CH:12][CH:11]=2)=[CH:5][CH:4]=1)#[CH:2].[N:16]([C:19]1[CH:24]=[CH:23][C:22]([CH2:25][C@H:26]([NH:30]C(OC(C)(C)C)=O)[C:27]([OH:29])=[O:28])=[CH:21][CH:20]=1)=[N+:17]=[N-:18].Cl. The catalyst is O.O1CCOCC1.CO. The product is [NH2:30][C@@H:26]([CH2:25][C:22]1[CH:23]=[CH:24][C:19]([N:16]2[CH:2]=[C:1]([C:3]3[CH:8]=[CH:7][C:6]([O:9][C:10]4[CH:15]=[CH:14][CH:13]=[CH:12][CH:11]=4)=[CH:5][CH:4]=3)[N:18]=[N:17]2)=[CH:20][CH:21]=1)[C:27]([OH:29])=[O:28]. The yield is 0.290. (4) The product is [CH2:1]([O:8][C:9]1[CH:10]=[CH:11][C:12]2[O:18][C:16]([C:27](=[O:29])[CH3:26])=[C:15]([CH3:19])[C:13]=2[CH:14]=1)[C:2]1[CH:7]=[CH:6][CH:5]=[CH:4][CH:3]=1. The catalyst is CN(C)C=O. The reactants are [CH2:1]([O:8][C:9]1[CH:10]=[CH:11][C:12]([OH:18])=[C:13]([C:15](=O)[CH3:16])[CH:14]=1)[C:2]1[CH:7]=[CH:6][CH:5]=[CH:4][CH:3]=1.[C:19](=O)([O-])[O-].[K+].[K+].Br[CH2:26][C:27](=[O:29])C.O. The yield is 0.340. (5) The reactants are [C:1]([O:5][C:6]([N:8]1[CH2:34][CH2:33][C:11]2([N:15]([C:16]3[CH:21]=[CH:20][CH:19]=[CH:18][CH:17]=3)[CH2:14][N:13]([CH2:22][C:23]3[CH:24]=[C:25]([CH:29]=[CH:30][CH:31]=3)[C:26]([OH:28])=[O:27])[C:12]2=[O:32])[CH2:10][CH2:9]1)=[O:7])([CH3:4])([CH3:3])[CH3:2].C1(N=[C:42]=[N:43][CH:44]2[CH2:49][CH2:48][CH2:47][CH2:46]C2)CCCCC1.C[C@H](O)CC. The catalyst is CN(C)C1C=CN=CC=1.ClCCl. The product is [CH3:42][N:43]1[CH2:44][CH2:49][CH:48]([O:27][C:26]([C:25]2[CH:24]=[C:23]([CH:31]=[CH:30][CH:29]=2)[CH2:22][N:13]2[C:12](=[O:32])[C:11]3([CH2:33][CH2:34][N:8]([C:6]([O:5][C:1]([CH3:4])([CH3:2])[CH3:3])=[O:7])[CH2:9][CH2:10]3)[N:15]([C:16]3[CH:21]=[CH:20][CH:19]=[CH:18][CH:17]=3)[CH2:14]2)=[O:28])[CH2:47][CH2:46]1. The yield is 0.560. (6) The reactants are [F:1][C:2]1[CH:28]=[C:27]([N+:29]([O-])=O)[CH:26]=[CH:25][C:3]=1[O:4][C:5]1[CH:10]=[CH:9][N:8]=[CH:7][C:6]=1[C:11]#[C:12][CH2:13][N:14]1[CH2:18][C@@H:17]([N:19]2[CH2:23][CH2:22][CH2:21][CH2:20]2)[C@H:16]([OH:24])[CH2:15]1.CN(C=O)C.CCO. The catalyst is [Fe].O. The product is [NH2:29][C:27]1[CH:26]=[CH:25][C:3]([O:4][C:5]2[CH:10]=[CH:9][N:8]=[CH:7][C:6]=2[C:11]#[C:12][CH2:13][N:14]2[CH2:18][C@@H:17]([N:19]3[CH2:23][CH2:22][CH2:21][CH2:20]3)[C@H:16]([OH:24])[CH2:15]2)=[C:2]([F:1])[CH:28]=1. The yield is 0.500.